Dataset: Full USPTO retrosynthesis dataset with 1.9M reactions from patents (1976-2016). Task: Predict the reactants needed to synthesize the given product. (1) Given the product [CH2:23]([O:14][C:7]1[CH:6]=[C:5]([CH:10]=[CH:9][C:8]=1[N+:11]([O-:13])=[O:12])[C:4]([NH:3][CH2:1][CH3:2])=[O:15])[CH3:24], predict the reactants needed to synthesize it. The reactants are: [CH2:1]([NH:3][C:4](=[O:15])[C:5]1[CH:10]=[CH:9][C:8]([N+:11]([O-:13])=[O:12])=[C:7]([OH:14])[CH:6]=1)[CH3:2].C(=O)([O-])[O-].[K+].[K+].Br[CH2:23][CH3:24]. (2) The reactants are: [F:1][CH:2]([F:32])[O:3][C:4]1[CH:5]=[C:6]2[C:10](=[CH:11][CH:12]=1)[N:9]([CH2:13][CH2:14][CH2:15][N:16]([CH3:18])[CH3:17])[N:8]=[C:7]2[Sn](CCCC)(CCCC)CCCC.Br[C:34]1[N:39]=[C:38]2[C:40]([C:62]([NH:64][C:65]([CH3:76])([CH3:75])[CH2:66][O:67][Si:68]([C:71]([CH3:74])([CH3:73])[CH3:72])([CH3:70])[CH3:69])=[O:63])=[CH:41][N:42]([C:43]([C:56]3[CH:61]=[CH:60][CH:59]=[CH:58][CH:57]=3)([C:50]3[CH:55]=[CH:54][CH:53]=[CH:52][CH:51]=3)[C:44]3[CH:49]=[CH:48][CH:47]=[CH:46][CH:45]=3)[C:37]2=[N:36][CH:35]=1. Given the product [Si:68]([O:67][CH2:66][C:65]([NH:64][C:62]([C:40]1[C:38]2=[N:39][C:34]([C:7]3[C:6]4[C:10](=[CH:11][CH:12]=[C:4]([O:3][CH:2]([F:1])[F:32])[CH:5]=4)[N:9]([CH2:13][CH2:14][CH2:15][N:16]([CH3:17])[CH3:18])[N:8]=3)=[CH:35][N:36]=[C:37]2[N:42]([C:43]([C:44]2[CH:45]=[CH:46][CH:47]=[CH:48][CH:49]=2)([C:56]2[CH:61]=[CH:60][CH:59]=[CH:58][CH:57]=2)[C:50]2[CH:51]=[CH:52][CH:53]=[CH:54][CH:55]=2)[CH:41]=1)=[O:63])([CH3:75])[CH3:76])([C:71]([CH3:72])([CH3:73])[CH3:74])([CH3:70])[CH3:69], predict the reactants needed to synthesize it. (3) Given the product [NH2:25][C:23]1[CH:22]=[CH:21][C:3]([CH2:4][CH2:5][N:6]([CH2:14][CH:15]2[CH2:20][CH2:19][CH2:18][CH2:17][CH2:16]2)[C:7](=[O:13])[O:8][C:9]([CH3:12])([CH3:10])[CH3:11])=[C:2]([Cl:1])[CH:24]=1, predict the reactants needed to synthesize it. The reactants are: [Cl:1][C:2]1[CH:24]=[C:23]([N+:25]([O-])=O)[CH:22]=[CH:21][C:3]=1[CH2:4][CH2:5][N:6]([CH2:14][CH:15]1[CH2:20][CH2:19][CH2:18][CH2:17][CH2:16]1)[C:7](=[O:13])[O:8][C:9]([CH3:12])([CH3:11])[CH3:10].[NH4+].[Cl-]. (4) Given the product [Cl:41][C:8]1[C:7]([O:6][CH2:5][C@@H:4]([NH:25][C:26](=[O:32])[O:27][C:28]([CH3:31])([CH3:30])[CH3:29])[CH2:3][CH:2]([CH3:33])[CH3:1])=[CH:12][C:11]2[O:13][CH:14]([C:21]([F:22])([F:23])[F:24])[C:15]3[C:20]([C:10]=2[CH:9]=1)=[CH:19][CH:18]=[N:17][CH:16]=3, predict the reactants needed to synthesize it. The reactants are: [CH3:1][CH:2]([CH3:33])[CH2:3][C@H:4]([NH:25][C:26](=[O:32])[O:27][C:28]([CH3:31])([CH3:30])[CH3:29])[CH2:5][O:6][C:7]1[CH:8]=[CH:9][C:10]2[C:20]3[C:15](=[CH:16][N:17]=[CH:18][CH:19]=3)[CH:14]([C:21]([F:24])([F:23])[F:22])[O:13][C:11]=2[CH:12]=1.C1C(=O)N([Cl:41])C(=O)C1.